This data is from Full USPTO retrosynthesis dataset with 1.9M reactions from patents (1976-2016). The task is: Predict the reactants needed to synthesize the given product. Given the product [Cl:1][C:2]1[C:7]([N+:8]([O-:10])=[O:9])=[CH:6][N:5]=[C:4]([O:11][CH2:15][C@@H:14]([NH:16][C:17](=[O:23])[O:18][C:19]([CH3:20])([CH3:22])[CH3:21])[CH3:13])[CH:3]=1, predict the reactants needed to synthesize it. The reactants are: [Cl:1][C:2]1[C:7]([N+:8]([O-:10])=[O:9])=[CH:6][N:5]=[C:4]([OH:11])[CH:3]=1.O[CH2:13][C@@H:14]([NH:16][C:17](=[O:23])[O:18][C:19]([CH3:22])([CH3:21])[CH3:20])[CH3:15].C1(P(C2C=CC=CC=2)C2C=CC=CC=2)C=CC=CC=1.C1(C)C=CC=CC=1.N(C(OC(C)C)=O)=NC(OC(C)C)=O.